Dataset: Catalyst prediction with 721,799 reactions and 888 catalyst types from USPTO. Task: Predict which catalyst facilitates the given reaction. (1) Reactant: [CH:1]([N:4]1[CH2:8][CH2:7][CH2:6][CH2:5]1)([CH3:3])[CH3:2].[CH3:9][O:10][CH2:11][Cl:12]. Product: [Cl-:12].[CH3:9][O:10][CH2:11][N+:4]1([CH:1]([CH3:3])[CH3:2])[CH2:8][CH2:7][CH2:6][CH2:5]1. The catalyst class is: 131. (2) Reactant: [OH-].[Na+].CC1(C)C(C)(C)OB([C:11]2[CH:19]=[CH:18][CH:17]=[C:16]3[C:12]=2[CH:13]=[CH:14][NH:15]3)O1.Br[C:22]1[CH:23]=[N:24][CH:25]=[C:26]([CH:30]=1)[C:27]([OH:29])=[O:28]. Product: [NH:15]1[C:16]2[C:12](=[C:11]([C:22]3[CH:23]=[N:24][CH:25]=[C:26]([CH:30]=3)[C:27]([OH:29])=[O:28])[CH:19]=[CH:18][CH:17]=2)[CH:13]=[CH:14]1. The catalyst class is: 354. (3) Reactant: [ClH:1].CCOCC.[CH:7]1([C:10]2[CH:11]=[N:12][C:13]3[C:18]([C:19]=2[CH2:20][N:21]2[C:27](=[O:28])[C@@H:26]([NH:29][C:30](=[O:42])[C@@H:31]([N:33](C)[C:34](=O)OC(C)(C)C)[CH3:32])[CH2:25][CH2:24][C:23]4[CH:43]=[CH:44][CH:45]=[CH:46][C:22]2=4)=[CH:17][CH:16]=[CH:15][CH:14]=3)[CH2:9][CH2:8]1. Product: [ClH:1].[ClH:1].[CH:7]1([C:10]2[CH:11]=[N:12][C:13]3[C:18]([C:19]=2[CH2:20][N:21]2[C:27](=[O:28])[C@@H:26]([NH:29][C:30](=[O:42])[C@@H:31]([NH:33][CH3:34])[CH3:32])[CH2:25][CH2:24][C:23]4[CH:43]=[CH:44][CH:45]=[CH:46][C:22]2=4)=[CH:17][CH:16]=[CH:15][CH:14]=3)[CH2:8][CH2:9]1. The catalyst class is: 5. (4) Reactant: [F:1][C:2]1[CH:11]=[C:10]([NH:12][S:13]([C:16]2[CH:21]=[CH:20][C:19]([N+:22]([O-])=O)=[CH:18][CH:17]=2)(=[O:15])=[O:14])[C:9]([F:25])=[CH:8][C:3]=1[C:4]([O:6][CH3:7])=[O:5].[H][H]. Product: [NH2:22][C:19]1[CH:18]=[CH:17][C:16]([S:13]([NH:12][C:10]2[C:9]([F:25])=[CH:8][C:3]([C:4]([O:6][CH3:7])=[O:5])=[C:2]([F:1])[CH:11]=2)(=[O:15])=[O:14])=[CH:21][CH:20]=1. The catalyst class is: 19. (5) Reactant: [CH3:1][C:2]1[CH:10]=[CH:9][C:5]2[S:6][CH:7]=[CH:8][C:4]=2[CH:3]=1.[CH2:11]([O:13][CH2:14]C)C.C([Li])CCC.C(=O)=[O:22]. Product: [CH3:1][C:2]1[CH:10]=[CH:9][C:5]2[S:6][C:7]([C:11]([O:13][CH3:14])=[O:22])=[CH:8][C:4]=2[CH:3]=1. The catalyst class is: 6. (6) Reactant: [NH2:1][C:2]1[C:11]([N+:12]([O-:14])=[O:13])=[CH:10][C:5]([C:6]([O:8][CH3:9])=[O:7])=[CH:4][C:3]=1[NH:15][CH2:16][CH3:17].[CH:18](O)=O. The catalyst class is: 25. Product: [CH2:16]([N:15]1[C:3]2[CH:4]=[C:5]([C:6]([O:8][CH3:9])=[O:7])[CH:10]=[C:11]([N+:12]([O-:14])=[O:13])[C:2]=2[N:1]=[CH:18]1)[CH3:17]. (7) Reactant: [Cl:1][C:2]1[CH:9]=[C:8]([C:10]([F:13])([F:12])[F:11])[CH:7]=[CH:6][C:3]=1[CH2:4][NH2:5].ClC(Cl)(O[C:18](=[O:24])OC(Cl)(Cl)Cl)Cl.[N-:26]=[C:27]=O.CO.[CH3:31][N:32]([CH:34]=[O:35])C. Product: [Cl:1][C:2]1[CH:9]=[C:8]([C:10]([F:11])([F:12])[F:13])[CH:7]=[CH:6][C:3]=1[CH2:4][NH:5][C:34]([NH:32][C:31]1[C:27]2[NH:26][C:18](=[O:24])[NH:5][C:4]=2[CH:3]=[CH:2][CH:9]=1)=[O:35]. The catalyst class is: 25. (8) Reactant: C(O[CH2:9][C:10]1[CH:15]=[CH:14][C:13]([C:16]2(O)[CH2:19][CH:18]([CH2:20][N:21]3[CH2:25][CH2:24][CH2:23][CH2:22]3)[CH2:17]2)=[CH:12][CH:11]=1)C1C=CC=CC=1.CS(O)(=O)=O. The catalyst class is: 50. Product: [C:10]1([CH3:9])[CH:11]=[CH:12][C:13]([CH:16]2[CH2:17][CH:18]([CH2:20][N:21]3[CH2:25][CH2:24][CH2:23][CH2:22]3)[CH2:19]2)=[CH:14][CH:15]=1. (9) Reactant: [CH:1]1([CH:4]([C:11]2[CH:16]=[CH:15][CH:14]=[C:13]([CH2:17][NH:18][C:19]3[CH:24]=[CH:23][C:22]([C:25]4[CH:30]=[C:29]([O:31][CH3:32])[CH:28]=[CH:27][C:26]=4[F:33])=[C:21]([CH2:34][C:35]([CH3:38])([CH3:37])[CH3:36])[CH:20]=3)[CH:12]=2)[CH2:5][C:6]([O:8]CC)=[O:7])[CH2:3][CH2:2]1.[OH-].[Na+].Cl. Product: [CH:1]1([CH:4]([C:11]2[CH:16]=[CH:15][CH:14]=[C:13]([CH2:17][NH:18][C:19]3[CH:24]=[CH:23][C:22]([C:25]4[CH:30]=[C:29]([O:31][CH3:32])[CH:28]=[CH:27][C:26]=4[F:33])=[C:21]([CH2:34][C:35]([CH3:38])([CH3:37])[CH3:36])[CH:20]=3)[CH:12]=2)[CH2:5][C:6]([OH:8])=[O:7])[CH2:2][CH2:3]1. The catalyst class is: 8.